Dataset: Full USPTO retrosynthesis dataset with 1.9M reactions from patents (1976-2016). Task: Predict the reactants needed to synthesize the given product. (1) Given the product [Br:1][C:2]1[CH:3]=[C:4]([C:8]2[CH:12]=[C:11]([NH:13][C:19](=[O:20])[O:18][C:15]([CH3:17])([CH3:16])[CH3:14])[NH:10][N:9]=2)[CH:5]=[CH:6][CH:7]=1, predict the reactants needed to synthesize it. The reactants are: [Br:1][C:2]1[CH:3]=[C:4]([C:8]2[CH:12]=[C:11]([NH2:13])[NH:10][N:9]=2)[CH:5]=[CH:6][CH:7]=1.[CH3:14][C:15]([O:18][C:19](O[C:19]([O:18][C:15]([CH3:17])([CH3:16])[CH3:14])=[O:20])=[O:20])([CH3:17])[CH3:16].O. (2) Given the product [Cl:1][CH2:2][C:3]([N:6]1[C:14]2[C:9](=[CH:10][C:11]([NH:15][C:16]([C:18]3[C:19]([C:24]4[CH:25]=[CH:26][C:27]([C:30]([F:31])([F:32])[F:33])=[CH:28][CH:29]=4)=[CH:20][CH:21]=[CH:22][CH:23]=3)=[O:17])=[CH:12][CH:13]=2)[CH2:8][CH2:7]1)=[O:4], predict the reactants needed to synthesize it. The reactants are: [Cl:1][CH2:2][C:3](Cl)=[O:4].[NH:6]1[C:14]2[C:9](=[CH:10][C:11]([NH:15][C:16]([C:18]3[C:19]([C:24]4[CH:29]=[CH:28][C:27]([C:30]([F:33])([F:32])[F:31])=[CH:26][CH:25]=4)=[CH:20][CH:21]=[CH:22][CH:23]=3)=[O:17])=[CH:12][CH:13]=2)[CH2:8][CH2:7]1.C(N(CC)CC)C.C(OCC)(=O)C. (3) Given the product [CH2:10]([NH:17][C:7](=[O:9])[C@@H:5]1[CH2:4][CH2:3][C:2](=[O:1])[NH:6]1)[C:11]1[CH:16]=[CH:15][CH:14]=[CH:13][CH:12]=1, predict the reactants needed to synthesize it. The reactants are: [O:1]=[C:2]1[NH:6][C@H:5]([C:7]([OH:9])=O)[CH2:4][CH2:3]1.[CH2:10]([NH2:17])[C:11]1[CH:16]=[CH:15][CH:14]=[CH:13][CH:12]=1.F[P-](F)(F)(F)(F)F.N1(OC(N(C)C)=[N+](C)C)C2N=CC=CC=2N=N1.